This data is from Full USPTO retrosynthesis dataset with 1.9M reactions from patents (1976-2016). The task is: Predict the reactants needed to synthesize the given product. (1) Given the product [I:1][C:2]1[CH:3]=[C:4]([CH2:8][CH2:9][OH:10])[CH:5]=[CH:6][CH:7]=1, predict the reactants needed to synthesize it. The reactants are: [I:1][C:2]1[CH:3]=[C:4]([CH2:8][C:9](O)=[O:10])[CH:5]=[CH:6][CH:7]=1. (2) Given the product [CH2:1]([OH:10])[CH2:2][CH2:3][CH2:4][CH2:5][CH2:6][CH2:7]/[CH:8]=[CH:9]\[CH2:11][CH2:12][CH3:13], predict the reactants needed to synthesize it. The reactants are: [CH2:1]([OH:10])[CH2:2][CH2:3][CH2:4][CH2:5][CH2:6][CH2:7][CH:8]=[CH2:9].[CH2:11]=[CH:12][CH2:13]CC. (3) Given the product [Cl:1][C:2]1[CH:3]=[C:4]([C@:8]([C@@H:15]2[CH2:20][CH2:19][CH2:18][N:17]([C:21]([NH:23][C@@H:24]([CH2:37][CH:38]3[CH2:43][CH2:42][CH2:41][CH2:40][CH2:39]3)[CH2:25][N:26]([CH3:36])[C:27]([O:29][CH2:30][CH2:31][Si:32]([CH3:33])([CH3:35])[CH3:34])=[O:28])=[O:22])[CH2:16]2)([OH:14])[CH2:9][CH2:10][CH2:11][CH:12]=[O:13])[CH:5]=[CH:6][CH:7]=1, predict the reactants needed to synthesize it. The reactants are: [Cl:1][C:2]1[CH:3]=[C:4]([C@:8]([C@@H:15]2[CH2:20][CH2:19][CH2:18][N:17]([C:21]([NH:23][C@@H:24]([CH2:37][CH:38]3[CH2:43][CH2:42][CH2:41][CH2:40][CH2:39]3)[CH2:25][N:26]([CH3:36])[C:27]([O:29][CH2:30][CH2:31][Si:32]([CH3:35])([CH3:34])[CH3:33])=[O:28])=[O:22])[CH2:16]2)([OH:14])[CH2:9][CH2:10][CH2:11][CH2:12][OH:13])[CH:5]=[CH:6][CH:7]=1.CCN(CC)CC. (4) Given the product [C:34]([O:37][CH2:38][C:39]1[CH:44]=[C:43]([O:45][CH2:56][C:57]2[CH:62]=[CH:61][CH:60]=[CH:59][CH:58]=2)[C:42]([O:46][CH2:47][C:48]2[CH:49]=[CH:50][C:51]([O:54][CH3:55])=[CH:52][CH:53]=2)=[CH:41][N:40]=1)(=[O:36])[CH3:35], predict the reactants needed to synthesize it. The reactants are: C1(P(C2C=CC=CC=2)C2C=CC=CC=2)C=CC=CC=1.N(/C(OC(C)C)=O)=N\C(OC(C)C)=O.[C:34]([O:37][CH2:38][C:39]1[NH:40][CH:41]=[C:42]([O:46][CH2:47][C:48]2[CH:53]=[CH:52][C:51]([O:54][CH3:55])=[CH:50][CH:49]=2)[C:43](=[O:45])[CH:44]=1)(=[O:36])[CH3:35].[CH2:56](O)[C:57]1[CH:62]=[CH:61][CH:60]=[CH:59][CH:58]=1.